Dataset: Forward reaction prediction with 1.9M reactions from USPTO patents (1976-2016). Task: Predict the product of the given reaction. (1) Given the reactants C1(C)C=CC=CC=1.Br[C:9]1[CH:10]=[C:11]([CH:17]=[CH:18][CH:19]=1)[C:12]([O:14][CH2:15][CH3:16])=[O:13].[N+:20]([C:23]1[CH:29]=[CH:28][CH:27]=[CH:26][C:24]=1[NH2:25])([O-:22])=[O:21].C(=O)([O-])[O-].[Cs+].[Cs+], predict the reaction product. The product is: [N+:20]([C:23]1[CH:29]=[CH:28][CH:27]=[CH:26][C:24]=1[NH:25][C:9]1[CH:10]=[C:11]([CH:17]=[CH:18][CH:19]=1)[C:12]([O:14][CH2:15][CH3:16])=[O:13])([O-:22])=[O:21]. (2) The product is: [N:17]1[CH:18]=[CH:19][CH:20]=[N:21][C:16]=1[C:8]1[O:9][C:10]2=[CH:11][N:12]=[CH:13][CH:14]=[C:15]2[C:7]=1[NH:24][C:25]1[CH:33]=[C:32]2[C:28]([CH:29]=[N:30][N:31]2[C:34]([O:36][C:37]([CH3:40])([CH3:39])[CH3:38])=[O:35])=[CH:27][CH:26]=1. Given the reactants FC(F)(F)S(O[C:7]1[C:15]2[C:10](=[CH:11][N:12]=[CH:13][CH:14]=2)[O:9][C:8]=1[C:16]1[N:21]=[CH:20][CH:19]=[CH:18][N:17]=1)(=O)=O.[NH2:24][C:25]1[CH:33]=[C:32]2[C:28]([CH:29]=[N:30][N:31]2[C:34]([O:36][C:37]([CH3:40])([CH3:39])[CH3:38])=[O:35])=[CH:27][CH:26]=1.CC1(C)C2C(=C(P(C3C=CC=CC=3)C3C=CC=CC=3)C=CC=2)OC2C(P(C3C=CC=CC=3)C3C=CC=CC=3)=CC=CC1=2.[O-]P([O-])([O-])=O.[K+].[K+].[K+], predict the reaction product. (3) Given the reactants [CH3:1][C:2]1[CH:16]=[CH:15][C:5]([C:6]([C:8]2[CH:13]=[CH:12][C:11]([F:14])=[CH:10][CH:9]=2)=[O:7])=[CH:4][CH:3]=1.[Br:17]N1C(=O)CCC1=O.C(OOC(=O)C1C=CC=CC=1)(=O)C1C=CC=CC=1, predict the reaction product. The product is: [Br:17][CH2:1][C:2]1[CH:3]=[CH:4][C:5]([C:6]([C:8]2[CH:13]=[CH:12][C:11]([F:14])=[CH:10][CH:9]=2)=[O:7])=[CH:15][CH:16]=1. (4) Given the reactants [C:1]1([CH2:7][CH2:8][NH2:9])[CH:6]=[CH:5][CH:4]=[CH:3][CH:2]=1.[S:10]([OH:14])([OH:13])(=[O:12])=[O:11].CS[C:17](=[NH:19])[NH2:18].O.[OH-].[Na+], predict the reaction product. The product is: [S:10]([OH:14])([OH:13])(=[O:12])=[O:11].[C:1]1([CH2:7][CH2:8][NH:9][C:17]([NH2:19])=[NH:18])[CH:6]=[CH:5][CH:4]=[CH:3][CH:2]=1.[C:1]1([CH2:7][CH2:8][NH:9][C:17]([NH2:19])=[NH:18])[CH:6]=[CH:5][CH:4]=[CH:3][CH:2]=1. (5) The product is: [F:21][C:2]1([F:1])[CH2:5][N:4]([CH:6]2[CH2:11][CH2:10][C:9]([C:12]3[C:20]4[C:15](=[CH:16][CH:17]=[CH:18][CH:19]=4)[N:14]([C:23]4[CH:28]=[CH:27][C:26]([N+:29]([O-:31])=[O:30])=[CH:25][CH:24]=4)[CH:13]=3)=[CH:8][CH2:7]2)[CH2:3]1. Given the reactants [F:1][C:2]1([F:21])[CH2:5][N:4]([CH:6]2[CH2:11][CH2:10][C:9]([C:12]3[C:20]4[C:15](=[CH:16][CH:17]=[CH:18][CH:19]=4)[NH:14][CH:13]=3)=[CH:8][CH2:7]2)[CH2:3]1.F[C:23]1[CH:28]=[CH:27][C:26]([N+:29]([O-:31])=[O:30])=[CH:25][CH:24]=1.C([O-])([O-])=O.[Cs+].[Cs+].O, predict the reaction product.